From a dataset of Reaction yield outcomes from USPTO patents with 853,638 reactions. Predict the reaction yield, written as a fraction of the theoretical maximum amount of product (1.0 means a 100% yield; for example, 0.34 means a 34% yield). (1) The reactants are [Cl:1][C:2]1[CH:3]=[CH:4][C:5]([O:26]C)=[C:6]([C:8]2[C:12]([NH:13][C:14]([C:16]3[CH:17]=[N:18][N:19]4[CH:24]=[CH:23][CH:22]=[N:21][C:20]=34)=[O:15])=[CH:11][N:10]([CH3:25])[N:9]=2)[CH:7]=1.B(Br)(Br)Br. The catalyst is ClCCl. The product is [Cl:1][C:2]1[CH:3]=[CH:4][C:5]([OH:26])=[C:6]([C:8]2[C:12]([NH:13][C:14]([C:16]3[CH:17]=[N:18][N:19]4[CH:24]=[CH:23][CH:22]=[N:21][C:20]=34)=[O:15])=[CH:11][N:10]([CH3:25])[N:9]=2)[CH:7]=1. The yield is 0.340. (2) The reactants are [Br:1][C:2]1[N:3]=[C:4]([C:9]#[C:10][Si:11]([CH3:14])([CH3:13])[CH3:12])[C:5]([NH2:8])=[N:6][CH:7]=1.N1C=CC=CC=1.[C:21](Cl)(=[O:23])[CH3:22]. The catalyst is C1COCC1. The product is [Br:1][C:2]1[N:3]=[C:4]([C:9]#[C:10][Si:11]([CH3:13])([CH3:12])[CH3:14])[C:5]([NH:8][C:21](=[O:23])[CH3:22])=[N:6][CH:7]=1. The yield is 0.310. (3) The reactants are [N+:1]([O-:4])([OH:3])=[O:2].[N+:5]([C:8]1[CH:21]=[CH:20][C:11]([C:12]([O:14][CH2:15][CH2:16][CH2:17][CH2:18]O)=[O:13])=[CH:10][CH:9]=1)([O-:7])=[O:6]. The catalyst is C(OC(=O)C)(=O)C. The product is [N+:5]([C:8]1[CH:9]=[CH:10][C:11]([C:12]([O:14][CH2:15][CH2:16][CH2:17][CH2:18][O:2][N+:1]([O-:4])=[O:3])=[O:13])=[CH:20][CH:21]=1)([O-:7])=[O:6]. The yield is 0.870. (4) The reactants are [CH:1]1([CH2:4][NH:5][C:6]2[N:11]=[C:10](C3C=CC(CN)=CC=3)[CH:9]=[CH:8][N:7]=2)[CH2:3][CH2:2]1.C1(CNC2N=C(C3C=CC(CNC(OC(C)(C)C)=O)=CC=3)C=CN=2)CC1.FC(F)(F)C(O)=O.C(Cl)[Cl:54]. No catalyst specified. The product is [Cl:54][C:10]1[CH:9]=[CH:8][N:7]=[C:6]([NH:5][CH2:4][CH:1]2[CH2:3][CH2:2]2)[N:11]=1. The yield is 0.930. (5) The reactants are [Cl:1][C:2]1[N:7]=[C:6](Cl)[CH:5]=[CH:4][N:3]=1.[CH:9]([C:11]1[CH:12]=[C:13](B(O)O)[CH:14]=[CH:15][CH:16]=1)=[O:10]. No catalyst specified. The product is [Cl:1][C:2]1[N:7]=[C:6]([C:15]2[CH:16]=[C:11]([CH:12]=[CH:13][CH:14]=2)[CH:9]=[O:10])[CH:5]=[CH:4][N:3]=1. The yield is 0.600. (6) The reactants are [OH:1][NH2:2].C([O:5][C:6](=O)[CH2:7][CH2:8][CH2:9][CH2:10][CH2:11][CH2:12][N:13]([C:27]1[CH:32]=[CH:31][CH:30]=[CH:29][N:28]=1)[C:14]1[CH:19]=[C:18]([C:20]2[CH:21]=[C:22]([CH3:26])[CH:23]=[CH:24][CH:25]=2)[CH:17]=[CH:16][N:15]=1)C. The catalyst is CN(C=O)C.CO. The product is [OH:1][NH:2][C:6](=[O:5])[CH2:7][CH2:8][CH2:9][CH2:10][CH2:11][CH2:12][N:13]([C:27]1[CH:32]=[CH:31][CH:30]=[CH:29][N:28]=1)[C:14]1[CH:19]=[C:18]([C:20]2[CH:21]=[C:22]([CH3:26])[CH:23]=[CH:24][CH:25]=2)[CH:17]=[CH:16][N:15]=1. The yield is 0.620. (7) The reactants are [CH3:1][O:2][C:3](=[O:31])[CH:4]([C:9]1[CH:14]=[C:13]([O:15][CH2:16][C:17]2[CH:22]=[CH:21][CH:20]=[CH:19][CH:18]=2)[CH:12]=[C:11]([O:23]CC2C=CC=CC=2)[CH:10]=1)[CH2:5][C:6]([CH3:8])=[CH2:7].[OH-].[Na+]. The catalyst is CO.[Pd]. The product is [CH3:1][O:2][C:3](=[O:31])[CH:4]([C:9]1[CH:10]=[C:11]([OH:23])[CH:12]=[C:13]([O:15][CH2:16][C:17]2[CH:22]=[CH:21][CH:20]=[CH:19][CH:18]=2)[CH:14]=1)[CH2:5][C:6]([CH3:8])=[CH2:7]. The yield is 0.670. (8) The reactants are [N:1]1([C:7]2[C:8]3[N:16]=[C:15]([C:17]4[CH:18]=[N:19][CH:20]=[CH:21][CH:22]=4)[S:14][C:9]=3[N:10]=[C:11]([NH2:13])[N:12]=2)[CH2:6][CH2:5][NH:4][CH2:3][CH2:2]1.[Cl:23][C:24]1[CH:36]=[CH:35][C:27]([O:28][C:29]([CH3:34])([CH3:33])[C:30](O)=[O:31])=[CH:26][CH:25]=1. No catalyst specified. The product is [NH2:13][C:11]1[N:12]=[C:7]([N:1]2[CH2:6][CH2:5][N:4]([C:30](=[O:31])[C:29]([O:28][C:27]3[CH:35]=[CH:36][C:24]([Cl:23])=[CH:25][CH:26]=3)([CH3:34])[CH3:33])[CH2:3][CH2:2]2)[C:8]2[N:16]=[C:15]([C:17]3[CH:18]=[N:19][CH:20]=[CH:21][CH:22]=3)[S:14][C:9]=2[N:10]=1. The yield is 0.450. (9) The reactants are [CH3:1][C:2]1[CH:3]=[C:4]([CH:7]=[CH:8][C:9]=1[N+:10]([O-])=O)[CH2:5][OH:6].[H][H]. The catalyst is CO.[Pd]. The product is [NH2:10][C:9]1[CH:8]=[CH:7][C:4]([CH2:5][OH:6])=[CH:3][C:2]=1[CH3:1]. The yield is 0.914.